This data is from Forward reaction prediction with 1.9M reactions from USPTO patents (1976-2016). The task is: Predict the product of the given reaction. (1) Given the reactants I([O-])(=O)(=O)=[O:2].[Na+].[CH2:7]([CH:10]1[O:15][CH2:14][CH2:13][N:12]([C:16]2[CH:21]=[CH:20][C:19]([N+:22]([O-:24])=[O:23])=[CH:18][CH:17]=2)[C:11]1=[O:25])[CH:8]=C.[BH4-].[Na+], predict the reaction product. The product is: [OH:2][CH2:8][CH2:7][CH:10]1[O:15][CH2:14][CH2:13][N:12]([C:16]2[CH:21]=[CH:20][C:19]([N+:22]([O-:24])=[O:23])=[CH:18][CH:17]=2)[C:11]1=[O:25]. (2) The product is: [Br:11][C:5]1[C:4]([CH:1]([CH3:3])[CH3:2])=[CH:9][CH:8]=[CH:7][C:6]=1[OH:10]. Given the reactants [CH:1]([C:4]1[CH:5]=[C:6]([OH:10])[CH:7]=[CH:8][CH:9]=1)([CH3:3])[CH3:2].[Br:11]N1C(=O)CCC1=O.O.BrC1C=CC(C(C)C)=CC=1O, predict the reaction product. (3) The product is: [O:42]([CH2:59][C:57]1[CH:58]=[C:52]2[CH2:51][N:50]([CH2:49][C:43]3[CH:44]=[CH:45][CH:46]=[CH:47][CH:48]=3)[CH2:55][CH2:54][N:53]2[N:56]=1)[C:36]1[CH:41]=[CH:40][CH:39]=[CH:38][CH:37]=1. Given the reactants N(C(OC(C)(C)C)=O)=NC(OC(C)(C)C)=O.C1(P(C2C=CC=CC=2)C2C=CC=CC=2)C=CC=CC=1.[C:36]1([OH:42])[CH:41]=[CH:40][CH:39]=[CH:38][CH:37]=1.[C:43]1([CH2:49][N:50]2[CH2:55][CH2:54][N:53]3[N:56]=[C:57]([CH2:59]O)[CH:58]=[C:52]3[CH2:51]2)[CH:48]=[CH:47][CH:46]=[CH:45][CH:44]=1, predict the reaction product. (4) The product is: [CH3:2][O:3][C:4](=[O:11])[C@@H:5]([NH:6][CH2:18]/[C:17](/[O:20][C:21]1[CH:29]=[CH:28][CH:27]=[C:26]2[C:22]=1[CH:23]=[N:24][N:25]2[CH3:30])=[CH:16]\[C:15]([O:14][CH2:12][CH3:13])=[O:31])[CH2:7][CH:8]([CH3:10])[CH3:9]. Given the reactants Cl.[CH3:2][O:3][C:4](=[O:11])[C@H:5]([CH2:7][CH:8]([CH3:10])[CH3:9])[NH2:6].[CH2:12]([O:14][C:15](=[O:31])/[CH:16]=[C:17](/[O:20][C:21]1[CH:29]=[CH:28][CH:27]=[C:26]2[C:22]=1[CH:23]=[N:24][N:25]2[CH3:30])\[CH2:18]Br)[CH3:13].C(N(CC)C(C)C)(C)C, predict the reaction product. (5) Given the reactants [O:1]1[CH2:6][CH2:5][N:4]([CH2:7][CH2:8][O:9][C:10]2[C:18]3[C:13](=[CH:14][CH:15]=[C:16]([N+:19]([O-:21])=[O:20])[CH:17]=3)[N:12](C(OCC)=O)[N:11]=2)[CH2:3][CH2:2]1.[OH-].[K+], predict the reaction product. The product is: [N+:19]([C:16]1[CH:17]=[C:18]2[C:13](=[CH:14][CH:15]=1)[NH:12][N:11]=[C:10]2[O:9][CH2:8][CH2:7][N:4]1[CH2:3][CH2:2][O:1][CH2:6][CH2:5]1)([O-:21])=[O:20].